This data is from Forward reaction prediction with 1.9M reactions from USPTO patents (1976-2016). The task is: Predict the product of the given reaction. Given the reactants [CH3:1][C:2]1[CH:6]=[C:5]([CH3:7])[N:4]([CH2:8][C:9]([OH:11])=O)[N:3]=1.[NH2:12][C:13]1[CH:18]=[C:17]([C:19]([C:21]2[C:29]3[CH:28]=[N:27][CH:26]=[N:25][C:24]=3[N:23]([C@H:30]3[CH2:35][CH2:34][C@@H:33]([O:36][Si](C(C)(C)C)(C)C)[CH2:32][CH2:31]3)[CH:22]=2)=[O:20])[CH:16]=[CH:15][N:14]=1, predict the reaction product. The product is: [CH3:1][C:2]1[CH:6]=[C:5]([CH3:7])[N:4]([CH2:8][C:9]([NH:12][C:13]2[CH:18]=[C:17]([C:19]([C:21]3[C:29]4[CH:28]=[N:27][CH:26]=[N:25][C:24]=4[N:23]([C@H:30]4[CH2:35][CH2:34][C@@H:33]([OH:36])[CH2:32][CH2:31]4)[CH:22]=3)=[O:20])[CH:16]=[CH:15][N:14]=2)=[O:11])[N:3]=1.